This data is from KCNQ2 potassium channel screen with 302,405 compounds. The task is: Binary Classification. Given a drug SMILES string, predict its activity (active/inactive) in a high-throughput screening assay against a specified biological target. (1) The molecule is O=C(Nc1cc2CCCc2cc1)CC1CCCC1. The result is 1 (active). (2) The drug is S(=O)(=O)(N1CCCCC1)c1ccc(cc1)C(=O)NNC(=O)c1cc(OC)c(OC)c(OC)c1. The result is 0 (inactive). (3) The drug is S(c1n(CC)c(=O)c2c(n1)cccc2)CC(=O)N(CC)CC. The result is 0 (inactive). (4) The drug is Clc1c(NC(=O)CSc2n(CCN3CCOCC3)c(=O)c3c(n2)cc(cc3)C(OC)=O)cccc1. The result is 0 (inactive). (5) The molecule is O(CCCCOc1ccc(cc1)C(O)=O)c1c(OC)cc(cc1)CC=C. The result is 0 (inactive). (6) The drug is O(c1ccc(N\C=C(\c2ccccc2)C(=O)C)cc1)Cc1ccccc1. The result is 0 (inactive).